Dataset: Peptide-MHC class I binding affinity with 185,985 pairs from IEDB/IMGT. Task: Regression. Given a peptide amino acid sequence and an MHC pseudo amino acid sequence, predict their binding affinity value. This is MHC class I binding data. (1) The peptide sequence is MEFNSLLAI. The MHC is HLA-A24:03 with pseudo-sequence HLA-A24:03. The binding affinity (normalized) is 0.0847. (2) The peptide sequence is VFSDGRVAC. The MHC is HLA-A29:02 with pseudo-sequence HLA-A29:02. The binding affinity (normalized) is 0.292. (3) The peptide sequence is LSPETLVGV. The MHC is Mamu-A02 with pseudo-sequence Mamu-A02. The binding affinity (normalized) is 0.156. (4) The peptide sequence is SVFELSNFA. The MHC is HLA-B40:01 with pseudo-sequence HLA-B40:01. The binding affinity (normalized) is 0.213. (5) The peptide sequence is VHPVHAGPIA. The MHC is HLA-B14:02 with pseudo-sequence HLA-B14:02. The binding affinity (normalized) is 0.0474. (6) The MHC is HLA-A29:02 with pseudo-sequence HLA-A29:02. The peptide sequence is SPTPGPSNA. The binding affinity (normalized) is 0.213. (7) The peptide sequence is SLSTKLKQV. The MHC is HLA-A02:02 with pseudo-sequence HLA-A02:02. The binding affinity (normalized) is 0.631.